From a dataset of NCI-60 drug combinations with 297,098 pairs across 59 cell lines. Regression. Given two drug SMILES strings and cell line genomic features, predict the synergy score measuring deviation from expected non-interaction effect. (1) Drug 1: CCCS(=O)(=O)NC1=C(C(=C(C=C1)F)C(=O)C2=CNC3=C2C=C(C=N3)C4=CC=C(C=C4)Cl)F. Drug 2: CC1=CC=C(C=C1)C2=CC(=NN2C3=CC=C(C=C3)S(=O)(=O)N)C(F)(F)F. Cell line: OVCAR-8. Synergy scores: CSS=1.47, Synergy_ZIP=1.08, Synergy_Bliss=1.08, Synergy_Loewe=-1.39, Synergy_HSA=-1.11. (2) Drug 1: C1=NC2=C(N1)C(=S)N=C(N2)N. Drug 2: CC1=C(N=C(N=C1N)C(CC(=O)N)NCC(C(=O)N)N)C(=O)NC(C(C2=CN=CN2)OC3C(C(C(C(O3)CO)O)O)OC4C(C(C(C(O4)CO)O)OC(=O)N)O)C(=O)NC(C)C(C(C)C(=O)NC(C(C)O)C(=O)NCCC5=NC(=CS5)C6=NC(=CS6)C(=O)NCCC[S+](C)C)O. Cell line: HT29. Synergy scores: CSS=25.3, Synergy_ZIP=-1.02, Synergy_Bliss=0.478, Synergy_Loewe=-1.85, Synergy_HSA=-0.303. (3) Synergy scores: CSS=6.43, Synergy_ZIP=-3.37, Synergy_Bliss=-3.17, Synergy_Loewe=-16.9, Synergy_HSA=-3.70. Drug 2: C1CN1C2=NC(=NC(=N2)N3CC3)N4CC4. Cell line: OVCAR-4. Drug 1: CN1C(=O)N2C=NC(=C2N=N1)C(=O)N.